From a dataset of Catalyst prediction with 721,799 reactions and 888 catalyst types from USPTO. Predict which catalyst facilitates the given reaction. (1) Reactant: C([N:8]1[C:13](=[O:14])[CH:12]=[CH:11][C:10]([CH2:15][C:16]2[C:24]3[C:19](=[CH:20][CH:21]=[CH:22][CH:23]=3)[N:18]([CH2:25][C:26]([O:28]C)=[O:27])[C:17]=2[CH3:30])=[N:9]1)C1C=CC=CC=1.[Cl-].[Cl-].[Cl-].[Al+3].C1(C)C=CC=CC=1. Product: [CH3:30][C:17]1[N:18]([CH2:25][C:26]([OH:28])=[O:27])[C:19]2[C:24]([C:16]=1[CH2:15][C:10]1[CH:11]=[CH:12][C:13](=[O:14])[NH:8][N:9]=1)=[CH:23][CH:22]=[CH:21][CH:20]=2. The catalyst class is: 6. (2) Reactant: C(O)(=O)C.C(O[BH-](OC(=O)C)OC(=O)C)(=O)C.[Na+].[NH2:19][C:20]1[CH:21]=[C:22]2[C:26](=[CH:27][CH:28]=1)[NH:25][CH:24]=[CH:23]2.[C:29]([O:33][C:34]([N:36]1[CH2:41][CH2:40][C:39](=O)[CH2:38][CH2:37]1)=[O:35])([CH3:32])([CH3:31])[CH3:30].[OH-].[Na+]. Product: [C:29]([O:33][C:34]([N:36]1[CH2:41][CH2:40][CH:39]([NH:19][C:20]2[CH:21]=[C:22]3[C:26](=[CH:27][CH:28]=2)[NH:25][CH:24]=[CH:23]3)[CH2:38][CH2:37]1)=[O:35])([CH3:32])([CH3:30])[CH3:31]. The catalyst class is: 26. (3) Reactant: [CH3:1][C@@H:2]1[N:7]([C:8]([O:10][C:11]([CH3:14])([CH3:13])[CH3:12])=[O:9])[CH2:6][C:5]2[C:15](OS(C(F)(F)F)(=O)=O)=[N:16][NH:17][C:4]=2[CH2:3]1.[S:26]1[CH:30]=[CH:29][CH:28]=[C:27]1B(O)O.CC(C1C=C(C(C)C)C(C2C=CC=CC=2P(C2CCCCC2)C2CCCCC2)=C(C(C)C)C=1)C.[O-]P([O-])([O-])=O.[K+].[K+].[K+]. Product: [CH3:1][C@@H:2]1[N:7]([C:8]([O:10][C:11]([CH3:12])([CH3:13])[CH3:14])=[O:9])[CH2:6][C:5]2[C:15]([C:27]3[S:26][CH:30]=[CH:29][CH:28]=3)=[N:16][NH:17][C:4]=2[CH2:3]1. The catalyst class is: 38. (4) Reactant: [CH2:1]([O:3][P:4](/[CH:9]=[CH:10]/[C:11]1[C:12]([O:22][CH2:23][C:24]2[CH:49]=[CH:48][C:27]([O:28][CH2:29][C:30]3[N:31]=[C:32]([C:36]4[CH:37]=[C:38]([CH2:42][C:43]([O:45]CC)=[O:44])[CH:39]=[CH:40][CH:41]=4)[O:33][C:34]=3[CH3:35])=[C:26]([O:50][CH3:51])[CH:25]=2)=[N:13][N:14]([C:16]2[CH:21]=[CH:20][CH:19]=[CH:18][CH:17]=2)[CH:15]=1)([O:6][CH2:7][CH3:8])=[O:5])[CH3:2].O1CCCC1.[OH-].[Na+].Cl. Product: [CH2:7]([O:6][P:4](/[CH:9]=[CH:10]/[C:11]1[C:12]([O:22][CH2:23][C:24]2[CH:49]=[CH:48][C:27]([O:28][CH2:29][C:30]3[N:31]=[C:32]([C:36]4[CH:37]=[C:38]([CH2:42][C:43]([OH:45])=[O:44])[CH:39]=[CH:40][CH:41]=4)[O:33][C:34]=3[CH3:35])=[C:26]([O:50][CH3:51])[CH:25]=2)=[N:13][N:14]([C:16]2[CH:17]=[CH:18][CH:19]=[CH:20][CH:21]=2)[CH:15]=1)([O:3][CH2:1][CH3:2])=[O:5])[CH3:8]. The catalyst class is: 97. (5) Reactant: C(OC(=O)[NH:7][CH2:8][C:9]1[CH:14]=[CH:13][C:12]([C:15]2[N:19]3[CH:20]=[CH:21][C:22]([C:24]4[CH:29]=[CH:28][N:27]=[C:26]([CH2:30][N:31]([CH2:34][CH3:35])[CH2:32][CH3:33])[CH:25]=4)=[CH:23][C:18]3=[N:17][CH:16]=2)=[CH:11][CH:10]=1)(C)(C)C.[ClH:37]. Product: [ClH:37].[ClH:37].[ClH:37].[NH2:7][CH2:8][C:9]1[CH:14]=[CH:13][C:12]([C:15]2[N:19]3[CH:20]=[CH:21][C:22]([C:24]4[CH:29]=[CH:28][N:27]=[C:26]([CH2:30][N:31]([CH2:34][CH3:35])[CH2:32][CH3:33])[CH:25]=4)=[CH:23][C:18]3=[N:17][CH:16]=2)=[CH:11][CH:10]=1. The catalyst class is: 12.